Predict the reaction yield, written as a fraction of the theoretical maximum amount of product (1.0 means a 100% yield; for example, 0.34 means a 34% yield). From a dataset of Reaction yield outcomes from USPTO patents with 853,638 reactions. (1) The reactants are I[C:2]1[CH:7]=[CH:6][CH:5]=[CH:4][C:3]=1[N+:8]([O-])=O.[C:11]([NH:19][C:20]1[CH:25]=[CH:24][CH:23]=[CH:22][CH:21]=1)(=O)[C:12]1[CH:17]=[CH:16][CH:15]=[N:14][CH:13]=1. No catalyst specified. The product is [C:3]1([N:8]2[C:21]3[CH:22]=[CH:23][CH:24]=[CH:25][C:20]=3[N:19]=[C:11]2[C:12]2[CH:13]=[N:14][CH:15]=[CH:16][CH:17]=2)[CH:4]=[CH:5][CH:6]=[CH:7][CH:2]=1. The yield is 0.670. (2) The reactants are F[C:2]1[CH:9]=[CH:8][C:5]([C:6]#[N:7])=[C:4]([NH:10][CH:11]2[CH2:16][CH2:15][O:14][CH2:13][CH2:12]2)[CH:3]=1.[NH2:17][NH2:18].C([O-])(O)=O.[Na+]. The catalyst is O1CCOCC1. The product is [NH:17]([C:2]1[CH:9]=[CH:8][C:5]([C:6]#[N:7])=[C:4]([NH:10][CH:11]2[CH2:16][CH2:15][O:14][CH2:13][CH2:12]2)[CH:3]=1)[NH2:18]. The yield is 0.930. (3) The product is [NH:8]1[CH2:12][CH2:11][CH:10]([C:13]2[CH:18]=[CH:17][CH:16]=[CH:15][N:14]=2)[CH2:9]1. The reactants are C([N:8]1[CH2:12][CH2:11][CH:10]([C:13]2[CH:18]=[CH:17][CH:16]=[CH:15][N:14]=2)[CH2:9]1)C1C=CC=CC=1.C([O-])=O.[NH4+].Cl. The catalyst is CO.O.C(O)(C)C.[Pd]. The yield is 0.850. (4) The reactants are [F:1][C:2]1[CH:7]=[CH:6][C:5]([C@@H:8]([OH:43])[CH2:9][CH2:10][C@@H:11]2[C@@H:14]([C:15]3[CH:20]=[CH:19][C:18]([C:21]4[CH:26]=[CH:25][CH:24]=[C:23]([B:27]5[O:31]C(C)(C)C(C)(C)[O:28]5)[CH:22]=4)=[CH:17][CH:16]=3)[N:13]([C:36]3[CH:41]=[CH:40][CH:39]=[CH:38][CH:37]=3)[C:12]2=[O:42])=[CH:4][CH:3]=1.O.C(=O)([O-])[O-].[Na+].[Na+].Cl. The catalyst is C(O)C. The product is [F:1][C:2]1[CH:7]=[CH:6][C:5]([C@@H:8]([OH:43])[CH2:9][CH2:10][C@H:11]2[C:12](=[O:42])[N:13]([C:36]3[CH:37]=[CH:38][CH:39]=[CH:40][CH:41]=3)[C@@H:14]2[C:15]2[CH:20]=[CH:19][C:18]([C:21]3[CH:26]=[CH:25][CH:24]=[C:23]([B:27]([OH:28])[OH:31])[CH:22]=3)=[CH:17][CH:16]=2)=[CH:4][CH:3]=1. The yield is 0.700. (5) The reactants are Br[C:2]1[CH:3]=[C:4]([C:8]2[C:17]3[C:12](=[CH:13][CH:14]=[CH:15][CH:16]=3)[CH:11]=[CH:10][CH:9]=2)[CH:5]=[CH:6][CH:7]=1.CCCCCC.C([Li])CCC.[B:29](OC(C)C)([O:34]C(C)C)[O:30]C(C)C.Cl. The catalyst is C1(C)C=CC=CC=1.C1COCC1. The product is [C:8]1([C:4]2[CH:3]=[C:2]([B:29]([OH:34])[OH:30])[CH:7]=[CH:6][CH:5]=2)[C:17]2[C:12](=[CH:13][CH:14]=[CH:15][CH:16]=2)[CH:11]=[CH:10][CH:9]=1. The yield is 0.670. (6) The reactants are [NH:1]1[CH:7]=[CH:6][CH:5]=[CH:4][CH:3]=[C:2]1[C:8]1[O:9][CH2:10][C:11](=[O:20])[C:12]=1[C:13]([O:15][CH2:16][CH2:17][O:18][CH3:19])=[O:14].[NH:21]1[C:29]2[C:24](=[CH:25][CH:26]=[CH:27][N:28]=2)[C:23]([CH:30]=O)=[CH:22]1. The yield is 0.200. The product is [NH:21]1[C:29]2=[N:28][CH:27]=[CH:26][CH:25]=[C:24]2[C:23]([CH:30]=[C:10]2[O:9][C:8]([C:2]3[NH:1][CH:7]=[CH:6][CH:5]=[CH:4][CH:3]=3)=[C:12]([C:13]([O:15][CH2:16][CH2:17][O:18][CH3:19])=[O:14])[C:11]2=[O:20])=[CH:22]1. The catalyst is C(O)C.